Dataset: Catalyst prediction with 721,799 reactions and 888 catalyst types from USPTO. Task: Predict which catalyst facilitates the given reaction. Reactant: [Cl-].O[NH3+:3].[C:4](=[O:7])([O-])[OH:5].[Na+].CS(C)=O.[F:13][C:14]1[CH:15]=[C:16]([C:46]2[C:47]([C:52]#[N:53])=[CH:48][CH:49]=[CH:50][CH:51]=2)[CH:17]=[CH:18][C:19]=1[CH2:20][C:21]1[C:22](=[O:45])[N:23]([C@H:33]2[CH2:38][CH2:37][C@H:36]([O:39][CH2:40][C:41]([OH:44])([CH3:43])[CH3:42])[CH2:35][CH2:34]2)[C:24]2[N:25]([N:30]=[CH:31][CH:32]=2)[C:26]=1[CH2:27][CH2:28][CH3:29]. Product: [F:13][C:14]1[CH:15]=[C:16]([C:46]2[CH:51]=[CH:50][CH:49]=[CH:48][C:47]=2[C:52]2[NH:3][C:4](=[O:7])[O:5][N:53]=2)[CH:17]=[CH:18][C:19]=1[CH2:20][C:21]1[C:22](=[O:45])[N:23]([C@H:33]2[CH2:38][CH2:37][C@H:36]([O:39][CH2:40][C:41]([OH:44])([CH3:42])[CH3:43])[CH2:35][CH2:34]2)[C:24]2[N:25]([N:30]=[CH:31][CH:32]=2)[C:26]=1[CH2:27][CH2:28][CH3:29]. The catalyst class is: 13.